From a dataset of Forward reaction prediction with 1.9M reactions from USPTO patents (1976-2016). Predict the product of the given reaction. (1) Given the reactants C(OC([N:8]1[CH2:17][CH2:16][C:15]2[C:11](=[C:12](OS(C(F)(F)F)(=O)=O)[N:13]([CH:18]3[CH2:22][CH2:21][CH2:20][CH2:19]3)[N:14]=2)[CH2:10][CH2:9]1)=O)(C)(C)C.[F:31][C:32]([F:43])([F:42])[C:33]1[CH:38]=[CH:37][C:36](B(O)O)=[CH:35][CH:34]=1, predict the reaction product. The product is: [CH:18]1([N:13]2[C:12]([C:36]3[CH:37]=[CH:38][C:33]([C:32]([F:43])([F:42])[F:31])=[CH:34][CH:35]=3)=[C:11]3[C:15]([CH2:16][CH2:17][NH:8][CH2:9][CH2:10]3)=[N:14]2)[CH2:19][CH2:20][CH2:21][CH2:22]1. (2) Given the reactants [N:1]1([C:7]2[CH:8]=[CH:9][C:10]3[N:11]([C:13]([C:16]([F:19])([F:18])[F:17])=[N:14][N:15]=3)[N:12]=2)[CH2:6][CH2:5][NH:4][CH2:3][CH2:2]1.[Cl:20][C:21]1[CH:28]=[CH:27][CH:26]=[CH:25][C:22]=1[CH:23]=O, predict the reaction product. The product is: [Cl:20][C:21]1[CH:28]=[CH:27][CH:26]=[CH:25][C:22]=1[CH2:23][N:4]1[CH2:3][CH2:2][N:1]([C:7]2[CH:8]=[CH:9][C:10]3[N:11]([C:13]([C:16]([F:17])([F:18])[F:19])=[N:14][N:15]=3)[N:12]=2)[CH2:6][CH2:5]1. (3) Given the reactants [CH2:1]([O:3][CH:4]([O:6][CH:7]1[CH2:19][CH2:18][C:17]([O:21][CH:22]([O:24][CH2:25][CH3:26])[CH3:23])([CH3:20])[CH:16]([OH:27])[CH:15]=[CH:14][CH:13]([CH3:28])[CH:12](/[C:29](/[CH3:56])=[CH:30]/[CH:31]=[CH:32]/[C:33]([O:50][CH:51]([O:53][CH2:54][CH3:55])[CH3:52])([CH3:49])[CH2:34][CH:35]2[O:48][CH:36]2[CH:37]([CH3:47])[CH:38]([O:41][CH:42]([O:44][CH2:45][CH3:46])[CH3:43])[CH2:39][CH3:40])[O:11][C:9](=[O:10])[CH2:8]1)[CH3:5])[CH3:2].C(N(CC)CC)C.ClC(O[C:68]1[CH:73]=[CH:72][C:71]([N+:74]([O-:76])=[O:75])=[CH:70][CH:69]=1)=O.[C:77]([O:80]CC)(=[O:79])C, predict the reaction product. The product is: [CH2:1]([O:3][CH:4]([O:6][CH:7]1[CH2:19][CH2:18][C:17]([O:21][CH:22]([O:24][CH2:25][CH3:26])[CH3:23])([CH3:20])[CH:16]([O:27][C:68]2[CH:73]=[CH:72][C:71]([N+:74]([O-:76])=[O:75])=[CH:70][CH:69]=2)[CH:15]=[CH:14][CH:13]([CH3:28])[CH:12](/[C:29](/[CH3:56])=[CH:30]/[CH:31]=[CH:32]/[C:33]([O:50][CH:51]([O:53][CH2:54][CH3:55])[CH3:52])([CH3:49])[CH2:34][CH:35]2[O:48][CH:36]2[CH:37]([CH3:47])[CH:38]([O:41][CH:42]([O:44][CH2:45][CH3:46])[CH3:43])[CH2:39][CH3:40])[O:11][C:9](=[O:10])[CH:8]1[C:77]([OH:80])=[O:79])[CH3:5])[CH3:2]. (4) Given the reactants [NH2:1][C:2]1[CH:9]=[CH:8][C:7](I)=[CH:6][C:3]=1[C:4]#[N:5].[Cl-].[CH3:12][O:13][C:14]1[CH:15]=[C:16]([CH:19]=[CH:20][C:21]=1[O:22][CH3:23])[CH2:17][Zn+].NC1C=CC(CC2C=CC=CC=2)=CC=1C#N, predict the reaction product. The product is: [NH2:1][C:2]1[CH:9]=[CH:8][C:7]([CH2:17][C:16]2[CH:19]=[CH:20][C:21]([O:22][CH3:23])=[C:14]([O:13][CH3:12])[CH:15]=2)=[CH:6][C:3]=1[C:4]#[N:5].